Dataset: Full USPTO retrosynthesis dataset with 1.9M reactions from patents (1976-2016). Task: Predict the reactants needed to synthesize the given product. (1) Given the product [O:27]1[C:28]2[CH:34]=[CH:33][CH:32]=[CH:31][C:29]=2[N:30]=[C:26]1[N:20]1[CH2:21][CH2:22][N:23]([C:8]([C:7]2[CH:11]=[C:12]([S:15]([CH3:18])(=[O:17])=[O:16])[CH:13]=[CH:14][C:6]=2[O:5][CH2:1][CH:2]([CH3:3])[CH3:4])=[O:10])[CH2:24][CH2:25]1, predict the reactants needed to synthesize it. The reactants are: [CH2:1]([O:5][C:6]1[CH:14]=[CH:13][C:12]([S:15]([CH3:18])(=[O:17])=[O:16])=[CH:11][C:7]=1[C:8]([OH:10])=O)[CH:2]([CH3:4])[CH3:3].Cl.[N:20]1([C:26]2[O:27][C:28]3[CH:34]=[CH:33][CH:32]=[CH:31][C:29]=3[N:30]=2)[CH2:25][CH2:24][NH:23][CH2:22][CH2:21]1. (2) Given the product [CH:1]1([C:4]2[CH:38]=[CH:37][C:7]([O:8][CH:9]3[CH2:13][CH2:12][N:11]([C:14]4[CH:19]=[CH:18][C:17]([O:20][CH2:21][C:22]([OH:24])([CH3:33])[CH3:23])=[C:16]([O:34][CH3:35])[CH:15]=4)[C:10]3=[O:36])=[CH:6][CH:5]=2)[CH2:3][CH2:2]1, predict the reactants needed to synthesize it. The reactants are: [CH:1]1([C:4]2[CH:38]=[CH:37][C:7]([O:8][CH:9]3[CH2:13][CH2:12][N:11]([C:14]4[CH:19]=[CH:18][C:17]([O:20][CH2:21][C:22]([CH3:33])([O:24]COCC[Si](C)(C)C)[CH3:23])=[C:16]([O:34][CH3:35])[CH:15]=4)[C:10]3=[O:36])=[CH:6][CH:5]=2)[CH2:3][CH2:2]1.C(O)(C(F)(F)F)=O. (3) Given the product [CH:6]1([CH2:9][NH:10][CH2:3][CH2:2][C:1]([OH:5])=[O:4])[CH2:8][CH2:7]1, predict the reactants needed to synthesize it. The reactants are: [C:1]([OH:5])(=[O:4])[CH:2]=[CH2:3].[CH:6]1([CH2:9][NH2:10])[CH2:8][CH2:7]1. (4) The reactants are: Br[CH2:2]/[CH:3]=[CH:4]/[C:5]([NH:7][C:8]1[CH:39]=[CH:38][C:11]([C:12]([NH:14][C@H:15]2[CH2:20][CH2:19][CH2:18][C@@H:17]([NH:21][C:22]3[N:27]=[C:26]([C:28]4[C:36]5[C:31](=[CH:32][CH:33]=[CH:34][CH:35]=5)[NH:30][CH:29]=4)[C:25]([Cl:37])=[CH:24][N:23]=3)[CH2:16]2)=[O:13])=[CH:10][CH:9]=1)=[O:6].CCN(C(C)C)C(C)C.[CH3:49][N:50]1[CH2:55][CH2:54][NH:53][CH2:52][CH2:51]1. Given the product [Cl:37][C:25]1[C:26]([C:28]2[C:36]3[C:31](=[CH:32][CH:33]=[CH:34][CH:35]=3)[NH:30][CH:29]=2)=[N:27][C:22]([NH:21][C@@H:17]2[CH2:18][CH2:19][CH2:20][C@H:15]([NH:14][C:12](=[O:13])[C:11]3[CH:38]=[CH:39][C:8]([NH:7][C:5](=[O:6])/[CH:4]=[CH:3]/[CH2:2][N:53]4[CH2:54][CH2:55][N:50]([CH3:49])[CH2:51][CH2:52]4)=[CH:9][CH:10]=3)[CH2:16]2)=[N:23][CH:24]=1, predict the reactants needed to synthesize it. (5) Given the product [CH2:1]([O:3][C:4]([CH:6]1[CH2:11][CH2:10][N:9]([C:19]([O:20][CH2:21][C:22]2[CH:27]=[CH:26][CH:25]=[CH:24][CH:23]=2)=[O:28])[CH2:8][CH2:7]1)=[O:5])[CH3:2], predict the reactants needed to synthesize it. The reactants are: [CH2:1]([O:3][C:4]([CH:6]1[CH2:11][CH2:10][NH:9][CH2:8][CH2:7]1)=[O:5])[CH3:2].C(N(CC)CC)C.[C:19](Cl)(=[O:28])[O:20][CH2:21][C:22]1[CH:27]=[CH:26][CH:25]=[CH:24][CH:23]=1. (6) The reactants are: C(OC([N:8]1[CH2:13][CH2:12][CH2:11][C@@H:10]([NH:14][C:15]2[N:20]=[C:19]([C:21]3[N:28]4[C:24]([S:25][CH:26]=[CH:27]4)=[N:23][C:22]=3[C:29]3[CH:34]=[CH:33][CH:32]=[C:31]([C:35](=[O:37])[NH2:36])[CH:30]=3)[CH:18]=[CH:17][N:16]=2)[CH2:9]1)=O)(C)(C)C.Cl. Given the product [NH:8]1[CH2:13][CH2:12][CH2:11][C@@H:10]([NH:14][C:15]2[N:20]=[C:19]([C:21]3[N:28]4[C:24]([S:25][CH:26]=[CH:27]4)=[N:23][C:22]=3[C:29]3[CH:30]=[C:31]([CH:32]=[CH:33][CH:34]=3)[C:35]([NH2:36])=[O:37])[CH:18]=[CH:17][N:16]=2)[CH2:9]1, predict the reactants needed to synthesize it. (7) Given the product [C:1]([C@@H:3]([NH:5][C:6](=[O:12])[CH2:13][CH2:14][CH2:15][CH2:16][CH2:17][CH2:18][CH2:19]/[CH:20]=[CH:21]\[CH2:22][CH2:23][CH2:24][CH2:25][CH2:26][CH2:27][CH2:28][CH3:29])[CH3:4])#[N:2], predict the reactants needed to synthesize it. The reactants are: [C:1]([C@@H:3]([NH:5][C:6](=[O:12])OC(C)(C)C)[CH3:4])#[N:2].[C:13](Cl)(=O)[CH2:14][CH2:15][CH2:16][CH2:17][CH2:18][CH2:19][CH2:20]/[CH:21]=[CH:22]\[CH2:23][CH2:24][CH2:25][CH2:26][CH2:27][CH2:28][CH2:29]C.